Task: Predict which catalyst facilitates the given reaction.. Dataset: Catalyst prediction with 721,799 reactions and 888 catalyst types from USPTO (1) Reactant: C(OC(=O)[NH:7][C@H:8]([CH:17]([OH:23])[C:18]1[S:19][CH:20]=[CH:21][N:22]=1)[CH2:9][CH2:10][C:11]1[CH:16]=[CH:15][CH:14]=[CH:13][CH:12]=1)(C)(C)C.FC(F)(F)C(O)=O. Product: [NH2:7][CH:8]([CH2:9][CH2:10][C:11]1[CH:16]=[CH:15][CH:14]=[CH:13][CH:12]=1)[C@@H:17]([C:18]1[S:19][CH:20]=[CH:21][N:22]=1)[OH:23]. The catalyst class is: 4. (2) Reactant: [ClH:1].[O:2]=[C:3]1[CH2:8][O:7][CH2:6][CH2:5][N:4]1[C:9]1[CH:14]=[CH:13][C:12]([NH:15][C:16]([CH:18]2[CH2:22][CH2:21][CH2:20][N:19]2C(OC(C)(C)C)=O)=[O:17])=[CH:11][CH:10]=1. Product: [ClH:1].[O:2]=[C:3]1[CH2:8][O:7][CH2:6][CH2:5][N:4]1[C:9]1[CH:10]=[CH:11][C:12]([NH:15][C:16]([CH:18]2[CH2:22][CH2:21][CH2:20][NH:19]2)=[O:17])=[CH:13][CH:14]=1. The catalyst class is: 12. (3) Reactant: [F:1][C:2]1[CH:8]=[C:7](I)[CH:6]=[CH:5][C:3]=1[NH2:4].[Cu][C:11]#[N:12].C(=O)(O)[O-].[Na+]. Product: [NH2:4][C:3]1[CH:5]=[CH:6][C:7]([C:11]#[N:12])=[CH:8][C:2]=1[F:1]. The catalyst class is: 3.